Task: Predict the reaction yield, written as a fraction of the theoretical maximum amount of product (1.0 means a 100% yield; for example, 0.34 means a 34% yield).. Dataset: Reaction yield outcomes from USPTO patents with 853,638 reactions (1) The reactants are [N+:1]([C:4]1[CH:5]=[CH:6][C:7]([C:14]([F:17])([F:16])[F:15])=[C:8]2[C:13]=1[N:12]=[CH:11][CH:10]=[CH:9]2)([O-])=O.[Sn](Cl)Cl. The catalyst is Cl. The product is [F:17][C:14]([F:15])([F:16])[C:7]1[CH:6]=[CH:5][C:4]([NH2:1])=[C:13]2[C:8]=1[CH:9]=[CH:10][CH:11]=[N:12]2. The yield is 0.850. (2) The reactants are [NH:1]1C=NC=N1.P(Cl)(Cl)(Cl)=O.[N:11]1([C:19]([CH2:21][C@H:22]([CH2:35][OH:36])[O:23][CH2:24][P:25]([O:31][CH:32]([CH3:34])[CH3:33])([O:27][CH:28]([CH3:30])[CH3:29])=[O:26])=[O:20])[CH:18]=[CH:17][C:15](=O)[NH:14][C:12]1=[O:13]. The catalyst is N1C=CC=CC=1. The product is [N:11]1([C:19]([CH2:21][C@H:22]([CH2:35][OH:36])[O:23][CH2:24][P:25]([O:31][CH:32]([CH3:34])[CH3:33])([O:27][CH:28]([CH3:30])[CH3:29])=[O:26])=[O:20])[CH:18]=[CH:17][C:15]([NH2:1])=[N:14][C:12]1=[O:13]. The yield is 0.730. (3) The reactants are [F:1][C:2]1[CH:3]=[C:4]([NH2:21])[CH:5]=[CH:6][C:7]=1[O:8][C:9]1[C:10]2[N:17]([CH2:18][O:19][CH3:20])[CH:16]=[CH:15][C:11]=2[N:12]=[CH:13][N:14]=1.[C:22]1([CH2:28][C:29]([N:31]=[C:32]=[S:33])=[O:30])[CH:27]=[CH:26][CH:25]=[CH:24][CH:23]=1. The catalyst is C1COCC1. The product is [F:1][C:2]1[CH:3]=[C:4]([NH:21][C:32]([NH:31][C:29](=[O:30])[CH2:28][C:22]2[CH:23]=[CH:24][CH:25]=[CH:26][CH:27]=2)=[S:33])[CH:5]=[CH:6][C:7]=1[O:8][C:9]1[C:10]2[N:17]([CH2:18][O:19][CH3:20])[CH:16]=[CH:15][C:11]=2[N:12]=[CH:13][N:14]=1. The yield is 0.330. (4) The product is [Cl:8][C:9]1[N:14]=[C:13]([S:7][C:2]2[N:3]=[CH:4][CH:5]=[CH:6][N:1]=2)[CH:12]=[CH:11][N:10]=1. No catalyst specified. The yield is 0.930. The reactants are [N:1]1[CH:6]=[CH:5][CH:4]=[N:3][C:2]=1[SH:7].[Cl:8][C:9]1[N:14]=[C:13](Cl)[CH:12]=[CH:11][N:10]=1. (5) The reactants are [Cl-].[Br:2][C:3]1[CH:8]=[CH:7][N:6]2[N:9]=[C:10]([C:16]3[CH:21]=[CH:20][C:19]([O:22][CH3:23])=[CH:18][CH:17]=3)[C:11]([CH:12]=[N+](C)C)=[C:5]2[CH:4]=1.C(=O)(O)[O-:25].[K+]. The catalyst is CO. The product is [Br:2][C:3]1[CH:8]=[CH:7][N:6]2[N:9]=[C:10]([C:16]3[CH:21]=[CH:20][C:19]([O:22][CH3:23])=[CH:18][CH:17]=3)[C:11]([CH:12]=[O:25])=[C:5]2[CH:4]=1. The yield is 0.920.